From a dataset of Forward reaction prediction with 1.9M reactions from USPTO patents (1976-2016). Predict the product of the given reaction. (1) Given the reactants N1C2C(=CC(S(N)(=O)=O)=CC=2)C=C1.[Br:14][C:15]1[CH:16]=[C:17]([S:26]([NH2:29])(=[O:28])=[O:27])[CH:18]=[C:19]2[C:23]=1[N:22]([CH2:24][CH3:25])[CH2:21][CH2:20]2, predict the reaction product. The product is: [Br:14][C:15]1[CH:16]=[C:17]([S:26]([NH2:29])(=[O:28])=[O:27])[CH:18]=[C:19]2[C:23]=1[N:22]([CH2:24][CH3:25])[CH:21]=[CH:20]2. (2) Given the reactants [C:1]([O:5][C:6]([NH:8][C@H:9]([C:11](N(OC)C)=[O:12])[CH3:10])=[O:7])([CH3:4])([CH3:3])[CH3:2].Br[Mg][C:19]1[CH:24]=[CH:23][CH:22]=[C:21]([O:25][CH3:26])[CH:20]=1, predict the reaction product. The product is: [CH3:26][O:25][C:21]1[CH:20]=[C:19]([C:11](=[O:12])[C@@H:9]([NH:8][C:6](=[O:7])[O:5][C:1]([CH3:2])([CH3:3])[CH3:4])[CH3:10])[CH:24]=[CH:23][CH:22]=1. (3) Given the reactants Br[C:2]1[C:3]2[NH:7][C:6]([C:8](C3C=CC=CC=3)=[C:9]3[N:32]=[C:12]([C:13](Br)=[C:14]4[NH:30][C:17](=[C:18](C5C=CC=CC=5)[C:19]5[CH:20]=[CH:21][C:22]=1[N:23]=5)[CH:16]=[CH:15]4)[CH:11]=[CH:10]3)=[CH:5][CH:4]=2.C([C@@H]1COC(=O)N1)C1C=CC=CC=1.CC1(C)C2C(=C(P(C3C=CC=CC=3)C3C=CC=CC=3)C=CC=2)OC2C(P(C3C=CC=CC=3)C3C=CC=CC=3)=CC=CC1=2.C([O-])([O-])=O.[Cs+].[Cs+], predict the reaction product. The product is: [C:3]12[CH:2]=[C:22]3[N:23]=[C:19]([CH:20]=[CH:21]3)[CH:18]=[C:17]3[NH:30][C:14]([CH:15]=[CH:16]3)=[CH:13][C:12]3=[N:32][C:9]([CH:10]=[CH:11]3)=[CH:8][C:6]([NH:7]1)=[CH:5][CH:4]=2. (4) Given the reactants C([O:3][C:4](=[O:23])[C@@H:5]([O:20][CH2:21][CH3:22])[CH2:6][C:7]1[CH:12]=[CH:11][C:10]([O:13][C:14]([C:17]([OH:19])=O)([CH3:16])[CH3:15])=[CH:9][CH:8]=1)C.C(O[C@@H](CC1C=CC(O[C@@H](C(=O)[NH:42][CH2:43][CH2:44][C:45]2C=[CH:49][C:48](OC3C=CC=CC=3)=[CH:47][CH:46]=2)C)=CC=1)C(O)=O)C, predict the reaction product. The product is: [CH2:21]([O:20][C@@H:5]([CH2:6][C:7]1[CH:8]=[CH:9][C:10]([O:13][C:14]([C:17](=[O:19])[NH:42][CH2:43][CH2:44][CH2:45][CH2:46][CH2:47][CH2:48][CH3:49])([CH3:15])[CH3:16])=[CH:11][CH:12]=1)[C:4]([OH:3])=[O:23])[CH3:22]. (5) The product is: [S:1]1[CH:5]=[CH:4][C:3]([C:6]2[S:7][C:8]([CH:11]([CH3:14])[CH2:12][NH:13][S:25]([CH:22]([CH3:24])[CH3:23])(=[O:27])=[O:26])=[CH:9][CH:10]=2)=[CH:2]1. Given the reactants [S:1]1[CH:5]=[CH:4][C:3]([C:6]2[S:7][C:8]([CH:11]([CH3:14])[CH2:12][NH2:13])=[CH:9][CH:10]=2)=[CH:2]1.C(N(CC)CC)C.[CH:22]([S:25](Cl)(=[O:27])=[O:26])([CH3:24])[CH3:23], predict the reaction product. (6) Given the reactants [H-].[Na+].[CH2:3]([O:5][C:6]([CH:8]([CH2:12][C:13]([O:15][C:16]([CH3:19])([CH3:18])[CH3:17])=[O:14])[C:9]([O-:11])=[O:10])=[O:7])[CH3:4].Br[CH2:21][C:22]1[CH:27]=[CH:26][C:25]([CH3:28])=[C:24]([CH3:29])[CH:23]=1.[CH2:30]1COC[CH2:31]1, predict the reaction product. The product is: [CH3:29][C:24]1[CH:23]=[C:22]([CH2:21][C:8]([C:9]([O:11][CH2:30][CH3:31])=[O:10])([C:6]([O:5][CH2:3][CH3:4])=[O:7])[CH2:12][C:13]([O:15][C:16]([CH3:18])([CH3:17])[CH3:19])=[O:14])[CH:27]=[CH:26][C:25]=1[CH3:28]. (7) Given the reactants [OH:1][C:2]1[CH:7]=[CH:6][C:5]([CH2:8][CH2:9][C:10]([O:12][CH2:13][CH3:14])=[O:11])=[C:4]([O:15][C:16]2[CH:21]=[CH:20][C:19]([C:22]([F:25])([F:24])[F:23])=[CH:18][N:17]=2)[CH:3]=1.I[CH2:27][CH2:28][CH2:29][CH3:30].C(=O)([O-])[O-].[K+].[K+].O, predict the reaction product. The product is: [CH2:27]([O:1][C:2]1[CH:7]=[CH:6][C:5]([CH2:8][CH2:9][C:10]([O:12][CH2:13][CH3:14])=[O:11])=[C:4]([O:15][C:16]2[CH:21]=[CH:20][C:19]([C:22]([F:25])([F:23])[F:24])=[CH:18][N:17]=2)[CH:3]=1)[CH2:28][CH2:29][CH3:30]. (8) Given the reactants [CH:1]1([OH:6])[CH2:5][CH2:4][CH2:3][CH2:2]1.[H-].[Na+].Br[C:10]1[CH:14]=[CH:13][S:12][CH:11]=1.[C-]#N.[Na+], predict the reaction product. The product is: [CH:1]1([O:6][C:10]2[CH:14]=[CH:13][S:12][CH:11]=2)[CH2:5][CH2:4][CH2:3][CH2:2]1.